This data is from Reaction yield outcomes from USPTO patents with 853,638 reactions. The task is: Predict the reaction yield, written as a fraction of the theoretical maximum amount of product (1.0 means a 100% yield; for example, 0.34 means a 34% yield). The reactants are N[C:2]1[CH:10]=[CH:9][C:5]([C:6]([OH:8])=[O:7])=[C:4]([OH:11])[CH:3]=1.[N:12]([O-])=O.[Na+].[C:16]1([C:22]2[S:26][S:25][C:24](=[S:27])[CH:23]=2)[CH:21]=[CH:20]C=[CH:18][CH:17]=1.C[N:29]([CH3:32])C=O. The catalyst is Cl.O. The product is [OH:11][C:4]1[CH:3]=[CH:2][C:10]([N:12]=[N:29][C:32]2[CH:20]=[CH:21][C:16]([C:22]3[S:26][S:25][C:24](=[S:27])[CH:23]=3)=[CH:17][CH:18]=2)=[CH:9][C:5]=1[C:6]([OH:8])=[O:7]. The yield is 0.650.